From a dataset of Full USPTO retrosynthesis dataset with 1.9M reactions from patents (1976-2016). Predict the reactants needed to synthesize the given product. (1) Given the product [CH:51]1([C:47]2[N:46]=[C:45]([C:17]3[C:16]4[C:20](=[CH:21][CH:22]=[C:14]([C:11]5[O:10][C:9]([NH:8][CH2:7][C:6]6[CH:42]=[CH:43][C:3]([O:2][CH3:1])=[CH:4][CH:5]=6)=[N:13][N:12]=5)[CH:15]=4)[N:19]([S:23]([C:26]4[CH:32]=[CH:31][C:29]([CH3:30])=[CH:28][CH:27]=4)(=[O:25])=[O:24])[CH:18]=3)[CH:50]=[N:49][CH:48]=2)[CH2:53][CH2:52]1, predict the reactants needed to synthesize it. The reactants are: [CH3:1][O:2][C:3]1[CH:43]=[CH:42][C:6]([CH2:7][NH:8][C:9]2[O:10][C:11]([C:14]3[CH:15]=[C:16]4[C:20](=[CH:21][CH:22]=3)[N:19]([S:23]([C:26]3[CH:32]=[CH:31][C:29]([CH3:30])=[CH:28][CH:27]=3)(=[O:25])=[O:24])[CH:18]=[C:17]4B3OC(C)(C)C(C)(C)O3)=[N:12][N:13]=2)=[CH:5][CH:4]=1.Br[C:45]1[CH:50]=[N:49][CH:48]=[C:47]([CH:51]2[CH2:53][CH2:52]2)[N:46]=1.P([O-])([O-])([O-])=O.[K+].[K+].[K+]. (2) Given the product [CH:20]1([S:25][C:26]2[CH:33]=[CH:32][CH:31]=[CH:30][C:27]=2/[CH:28]=[CH:10]/[C:9]([NH:8][CH:5]2[CH2:4][CH2:3][CH:2]([OH:1])[CH2:7][CH2:6]2)=[O:19])[CH2:24][CH2:23][CH2:22][CH2:21]1, predict the reactants needed to synthesize it. The reactants are: [OH:1][CH:2]1[CH2:7][CH2:6][CH:5]([NH:8][C:9](=[O:19])[CH2:10]P(=O)(OCC)OCC)[CH2:4][CH2:3]1.[CH:20]1([S:25][C:26]2[CH:33]=[CH:32][CH:31]=[CH:30][C:27]=2[CH:28]=O)[CH2:24][CH2:23][CH2:22][CH2:21]1. (3) The reactants are: [C@@H:1]12[CH2:6][C@@H:5]1[CH2:4][NH:3][C@@H:2]2[CH2:7][NH:8][C:9](=[O:14])[C:10]([F:13])([F:12])[F:11].[CH3:15][C:16]1[S:17][C:18]([C:24]2[CH:25]=[C:26]([CH3:30])[CH:27]=[CH:28][CH:29]=2)=[C:19]([C:21](O)=[O:22])[N:20]=1. Given the product [F:13][C:10]([F:12])([F:11])[C:9]([NH:8][CH2:7][C@H:2]1[N:3]([C:21]([C:19]2[N:20]=[C:16]([CH3:15])[S:17][C:18]=2[C:24]2[CH:25]=[C:26]([CH3:30])[CH:27]=[CH:28][CH:29]=2)=[O:22])[CH2:4][C@@H:5]2[C@H:1]1[CH2:6]2)=[O:14], predict the reactants needed to synthesize it. (4) Given the product [CH3:1][O:2][C:3](=[O:38])[CH2:4][C:5]1[CH:6]=[N:7][CH:8]=[C:9]([C:11]2[CH:12]=[CH:13][C:14]([C:17]([CH2:36][CH3:37])([C:20]3[CH:25]=[CH:24][C:23]([CH2:26][CH2:27][C:28]4([OH:34])[CH2:33][CH2:32][CH2:31][CH2:30][CH2:29]4)=[C:22]([CH3:35])[CH:21]=3)[CH2:18][CH3:19])=[CH:15][CH:16]=2)[CH:10]=1, predict the reactants needed to synthesize it. The reactants are: [CH3:1][O:2][C:3](=[O:38])[CH2:4][C:5]1[CH:6]=[N:7][CH:8]=[C:9]([C:11]2[CH:16]=[CH:15][C:14]([C:17]([CH2:36][CH3:37])([C:20]3[CH:25]=[CH:24][C:23]([C:26]#[C:27][C:28]4([OH:34])[CH2:33][CH2:32][CH2:31][CH2:30][CH2:29]4)=[C:22]([CH3:35])[CH:21]=3)[CH2:18][CH3:19])=[CH:13][CH:12]=2)[CH:10]=1.[H][H].